This data is from Forward reaction prediction with 1.9M reactions from USPTO patents (1976-2016). The task is: Predict the product of the given reaction. Given the reactants [ClH:1].[OH:2][CH:3]([CH2:18][O:19][C:20]1[CH:25]=[CH:24][C:23](OC)=[CH:22][CH:21]=1)[CH2:4][NH:5][C:6]([CH3:17])([CH3:16])[CH2:7][C:8]1[CH:13]=[CH:12][C:11]([O:14][CH3:15])=[CH:10][CH:9]=1.Cl.O[CH:30]([CH2:45]OC1C=CC=CC=1C)[CH2:31]NC(C)(C)CC1C=CC(OC)=CC=1, predict the reaction product. The product is: [ClH:1].[OH:2][CH:3]([CH2:18][O:19][C:20]1[CH:25]=[CH:24][C:23]([CH:30]([CH3:45])[CH3:31])=[CH:22][CH:21]=1)[CH2:4][NH:5][C:6]([CH3:16])([CH3:17])[CH2:7][C:8]1[CH:9]=[CH:10][C:11]([O:14][CH3:15])=[CH:12][CH:13]=1.